This data is from NCI-60 drug combinations with 297,098 pairs across 59 cell lines. The task is: Regression. Given two drug SMILES strings and cell line genomic features, predict the synergy score measuring deviation from expected non-interaction effect. (1) Synergy scores: CSS=46.6, Synergy_ZIP=4.13, Synergy_Bliss=3.88, Synergy_Loewe=-27.7, Synergy_HSA=4.13. Drug 1: COC1=C(C=C2C(=C1)N=CN=C2NC3=CC(=C(C=C3)F)Cl)OCCCN4CCOCC4. Drug 2: CC1C(C(CC(O1)OC2CC(CC3=C2C(=C4C(=C3O)C(=O)C5=CC=CC=C5C4=O)O)(C(=O)C)O)N)O. Cell line: RPMI-8226. (2) Drug 1: CNC(=O)C1=CC=CC=C1SC2=CC3=C(C=C2)C(=NN3)C=CC4=CC=CC=N4. Drug 2: CN(CCCl)CCCl.Cl. Cell line: M14. Synergy scores: CSS=-9.17, Synergy_ZIP=3.74, Synergy_Bliss=-2.41, Synergy_Loewe=-6.44, Synergy_HSA=-7.38. (3) Drug 1: CNC(=O)C1=CC=CC=C1SC2=CC3=C(C=C2)C(=NN3)C=CC4=CC=CC=N4. Drug 2: C(=O)(N)NO. Cell line: SN12C. Synergy scores: CSS=2.74, Synergy_ZIP=-2.15, Synergy_Bliss=-2.84, Synergy_Loewe=-24.4, Synergy_HSA=-2.20. (4) Drug 1: CNC(=O)C1=CC=CC=C1SC2=CC3=C(C=C2)C(=NN3)C=CC4=CC=CC=N4. Drug 2: C(CN)CNCCSP(=O)(O)O. Cell line: NCI/ADR-RES. Synergy scores: CSS=-5.52, Synergy_ZIP=-0.445, Synergy_Bliss=-7.88, Synergy_Loewe=-7.68, Synergy_HSA=-8.17. (5) Drug 1: C1CCC(CC1)NC(=O)N(CCCl)N=O. Drug 2: CC1C(C(CC(O1)OC2CC(OC(C2O)C)OC3=CC4=CC5=C(C(=O)C(C(C5)C(C(=O)C(C(C)O)O)OC)OC6CC(C(C(O6)C)O)OC7CC(C(C(O7)C)O)OC8CC(C(C(O8)C)O)(C)O)C(=C4C(=C3C)O)O)O)O. Cell line: MDA-MB-435. Synergy scores: CSS=-4.56, Synergy_ZIP=0.0807, Synergy_Bliss=-2.98, Synergy_Loewe=-105, Synergy_HSA=-7.60. (6) Drug 1: C1C(C(OC1N2C=NC(=NC2=O)N)CO)O. Drug 2: B(C(CC(C)C)NC(=O)C(CC1=CC=CC=C1)NC(=O)C2=NC=CN=C2)(O)O. Cell line: DU-145. Synergy scores: CSS=57.5, Synergy_ZIP=-3.15, Synergy_Bliss=-3.69, Synergy_Loewe=-7.27, Synergy_HSA=1.10. (7) Drug 1: C1=CC=C(C=C1)NC(=O)CCCCCCC(=O)NO. Drug 2: C1CN1C2=NC(=NC(=N2)N3CC3)N4CC4. Cell line: PC-3. Synergy scores: CSS=39.0, Synergy_ZIP=-1.78, Synergy_Bliss=0.237, Synergy_Loewe=4.83, Synergy_HSA=5.70. (8) Drug 1: CC1=C(C=C(C=C1)C(=O)NC2=CC(=CC(=C2)C(F)(F)F)N3C=C(N=C3)C)NC4=NC=CC(=N4)C5=CN=CC=C5. Drug 2: C1CNP(=O)(OC1)N(CCCl)CCCl. Cell line: IGROV1. Synergy scores: CSS=-4.01, Synergy_ZIP=2.98, Synergy_Bliss=0.519, Synergy_Loewe=-1.77, Synergy_HSA=-4.35.